From a dataset of Forward reaction prediction with 1.9M reactions from USPTO patents (1976-2016). Predict the product of the given reaction. (1) Given the reactants Br[C:2]1[CH:3]=[C:4]([CH3:22])[C:5]([C:8]2[CH2:13][CH2:12][CH:11]([O:14][Si](C(C)(C)C)(C)C)[CH2:10][CH:9]=2)=[N:6][CH:7]=1.C(=[NH:36])(C1C=CC=CC=1)C1C=CC=CC=1.CC(C)([O-])C.[Na+].Cl, predict the reaction product. The product is: [NH2:36][C:2]1[CH:3]=[C:4]([CH3:22])[C:5]([C:8]2[CH2:13][CH2:12][CH:11]([OH:14])[CH2:10][CH:9]=2)=[N:6][CH:7]=1. (2) Given the reactants B([C:4]1[CH:12]=[CH:11][C:7]([C:8]([OH:10])=O)=[CH:6][CH:5]=1)(O)O.[F:13][C:14]([F:23])([F:22])[C:15]1[CH:16]=[C:17]([CH:19]=[CH:20][CH:21]=1)[NH2:18].CC(C)N=C=NC(C)C.C1C=CC2N(O)N=NC=2C=1.[NH2:43][C:44]1[N:53]=[CH:52][C:51]2[C:46](=[CH:47][CH:48]=[C:49](Br)[CH:50]=2)[N:45]=1.C(=O)([O-])[O-].[Na+].[Na+], predict the reaction product. The product is: [NH2:43][C:44]1[N:53]=[CH:52][C:51]2[C:46](=[CH:47][CH:48]=[C:49]([C:4]3[CH:5]=[CH:6][C:7]([C:8]([NH:18][C:17]4[CH:19]=[CH:20][CH:21]=[C:15]([C:14]([F:22])([F:23])[F:13])[CH:16]=4)=[O:10])=[CH:11][CH:12]=3)[CH:50]=2)[N:45]=1. (3) Given the reactants [C:1]([C:5]1[CH:10]=[CH:9][C:8]([N:11]2[CH2:16][CH2:15][NH:14][CH2:13][CH2:12]2)=[CH:7][CH:6]=1)([CH3:4])([CH3:3])[CH3:2].[Cl:17][CH2:18][CH2:19][C:20](Cl)=[O:21], predict the reaction product. The product is: [C:1]([C:5]1[CH:6]=[CH:7][C:8]([N:11]2[CH2:16][CH2:15][N:14]([C:20](=[O:21])[CH2:19][CH2:18][Cl:17])[CH2:13][CH2:12]2)=[CH:9][CH:10]=1)([CH3:4])([CH3:2])[CH3:3]. (4) Given the reactants [F:1][C:2]1[CH:3]=[C:4]2[C:8](=[CH:9][CH:10]=1)[NH:7][CH:6]=[CH:5]2.[H-].[Na+].[Br:13][C:14]1[CH:15]=[CH:16][C:17]([NH:24][C:25](=[O:36])[C:26]2[CH:31]=[CH:30][C:29]([S:32](Cl)(=[O:34])=[O:33])=[CH:28][CH:27]=2)=[C:18]([CH:23]=1)[C:19]([O:21]C)=[O:20], predict the reaction product. The product is: [Br:13][C:14]1[CH:15]=[CH:16][C:17]([NH:24][C:25](=[O:36])[C:26]2[CH:31]=[CH:30][C:29]([S:32]([N:7]3[C:8]4[C:4](=[CH:3][C:2]([F:1])=[CH:10][CH:9]=4)[CH:5]=[CH:6]3)(=[O:33])=[O:34])=[CH:28][CH:27]=2)=[C:18]([CH:23]=1)[C:19]([OH:21])=[O:20]. (5) The product is: [F:9][C:4]1[CH:3]=[C:2]([B:15]2[O:19][C:18]([CH3:21])([CH3:20])[C:17]([CH3:23])([CH3:22])[O:16]2)[CH:7]=[CH:6][C:5]=1[OH:8]. Given the reactants Br[C:2]1[CH:7]=[CH:6][C:5]([OH:8])=[C:4]([F:9])[CH:3]=1.C([O-])(=O)C.[K+].[B:15]1([B:15]2[O:19][C:18]([CH3:21])([CH3:20])[C:17]([CH3:23])([CH3:22])[O:16]2)[O:19][C:18]([CH3:21])([CH3:20])[C:17]([CH3:23])([CH3:22])[O:16]1.C(OCC)(=O)C, predict the reaction product. (6) Given the reactants [Cl:1][C:2]1[CH:3]=[C:4]([CH:9]=[C:10]([C:13]#[N:14])[C:11]#[N:12])[CH:5]=[N:6][C:7]=1[OH:8].Cl[C:16]1[CH:17]=[C:18]([CH:23]=[O:24])[CH:19]=[N:20][C:21]=1O.[C:25](#N)[CH2:26][C:27]#N.N1CCCCC1, predict the reaction product. The product is: [NH2:12][C:11]1[O:24][C:23]2[C:27]([CH:9]([C:4]3[CH:5]=[N:6][C:7]([OH:8])=[C:2]([Cl:1])[CH:3]=3)[C:10]=1[C:13]#[N:14])=[CH:26][CH:25]=[C:19]1[N:20]([CH3:21])[CH:16]=[CH:17][C:18]=21. (7) Given the reactants C([N:8]1[CH2:13][CH2:12][CH:11]([NH:14][C:15]2[C:16]([C:21]3[NH:30][C:29](=[O:31])[C:28]4[C:23](=[CH:24][C:25]([O:34][CH3:35])=[CH:26][C:27]=4[O:32][CH3:33])[N:22]=3)=[N:17][CH:18]=[CH:19][CH:20]=2)[CH2:10][CH2:9]1)C1C=CC=CC=1, predict the reaction product. The product is: [CH3:33][O:32][C:27]1[CH:26]=[C:25]([O:34][CH3:35])[CH:24]=[C:23]2[C:28]=1[C:29](=[O:31])[NH:30][C:21]([C:16]1[C:15]([NH:14][CH:11]3[CH2:12][CH2:13][NH:8][CH2:9][CH2:10]3)=[CH:20][CH:19]=[CH:18][N:17]=1)=[N:22]2. (8) Given the reactants [O:1]=[CH:2][C@@H:3]([C@H:5]([C@@H:7]([CH2:9][OH:10])[OH:8])[OH:6])[OH:4].[CH3:11][C:12]1([CH3:34])[S:16][C@@H:15]2[C@H:17]([NH:20][C:21]([C@H:23]([NH2:30])[C:24]3[CH:25]=[CH:26][CH:27]=[CH:28][CH:29]=3)=[O:22])[C:18](=[O:19])[N:14]2[C@H:13]1[C:31]([OH:33])=[O:32].C1N(CCCS(O)(=O)=O)CCOC1.C([O-])(=O)C(C)O.C[N+](CC(O)=O)(C)C.[CH3:62][CH:63]([S:65][C@@H:66]1[O:71][C@H:70]([CH2:72][OH:73])[C@H:69]([OH:74])[C@H:68]([OH:75])[C@H:67]1[OH:76])[CH3:64], predict the reaction product. The product is: [O:1]=[CH:2][C@@H:3]([C@H:5]([C@@H:7]([CH2:9][OH:10])[OH:8])[OH:6])[OH:4].[CH3:11][C:12]1([CH3:34])[S:16][C@@H:15]2[C@H:17]([NH:20][C:21]([C@H:23]([NH2:30])[C:24]3[CH:29]=[CH:28][CH:27]=[CH:26][CH:25]=3)=[O:22])[C:18](=[O:19])[N:14]2[C@H:13]1[C:31]([OH:33])=[O:32].[CH3:64][CH:63]([S:65][C@@H:66]1[O:71][C@H:70]([CH2:72][OH:73])[C@H:69]([OH:74])[C@H:68]([OH:75])[C@H:67]1[OH:76])[CH3:62].[CH:2](=[O:1])[C:3]1[O:10][CH:9]=[CH:7][CH:5]=1. (9) Given the reactants CN(C=O)C.[CH:6]1(/[CH:11]=[C:12](\[C:16]2[CH:21]=[CH:20][C:19]([S:22]([CH:25]3[CH2:27][CH2:26]3)(=[O:24])=[O:23])=[CH:18][CH:17]=2)/[C:13]([OH:15])=O)[CH2:10][CH2:9][CH2:8][CH2:7]1.[CH3:28][C:29]1([CH3:42])[O:33][CH:32]([C:34]2[N:35]=[C:36]([NH2:39])[S:37][CH:38]=2)[C:31]([CH3:41])([CH3:40])[O:30]1.C(OCC)(=O)C, predict the reaction product. The product is: [CH:6]1(/[CH:11]=[C:12](\[C:16]2[CH:17]=[CH:18][C:19]([S:22]([CH:25]3[CH2:27][CH2:26]3)(=[O:23])=[O:24])=[CH:20][CH:21]=2)/[C:13]([NH:39][C:36]2[S:37][CH:38]=[C:34]([CH:32]3[C:31]([CH3:41])([CH3:40])[O:30][C:29]([CH3:42])([CH3:28])[O:33]3)[N:35]=2)=[O:15])[CH2:7][CH2:8][CH2:9][CH2:10]1.